From a dataset of Forward reaction prediction with 1.9M reactions from USPTO patents (1976-2016). Predict the product of the given reaction. (1) Given the reactants [C:1]1([C:25]2[CH:30]=[CH:29][CH:28]=[CH:27][CH:26]=2)[CH:6]=[CH:5][CH:4]=[C:3]([NH:7][C@@H:8]([CH2:12][C:13]2[CH:18]=[C:17](OC)[C:16]([O:21][CH3:22])=[C:15](OC)[CH:14]=2)[C:9]([OH:11])=[O:10])[CH:2]=1.COC1C=CC(C[C@@H](C(O)=O)N)=CC=1, predict the reaction product. The product is: [C:1]1([C:25]2[CH:26]=[CH:27][CH:28]=[CH:29][CH:30]=2)[CH:6]=[CH:5][CH:4]=[C:3]([NH:7][C@@H:8]([CH2:12][C:13]2[CH:18]=[CH:17][C:16]([O:21][CH3:22])=[CH:15][CH:14]=2)[C:9]([OH:11])=[O:10])[CH:2]=1. (2) Given the reactants [Cl:1][C:2]1[N:7]=[CH:6][C:5]2[CH:8]=[CH:9][NH:10][C:4]=2[CH:3]=1.[H-].[Na+].Cl[CH2:14][O:15][CH2:16][CH2:17][Si:18]([CH3:21])([CH3:20])[CH3:19], predict the reaction product. The product is: [Cl:1][C:2]1[N:7]=[CH:6][C:5]2[CH:8]=[CH:9][N:10]([CH2:14][O:15][CH2:16][CH2:17][Si:18]([CH3:21])([CH3:20])[CH3:19])[C:4]=2[CH:3]=1. (3) The product is: [CH:7]1([C@@H:10]([C:12]2[CH:17]=[CH:16][CH:15]=[CH:14][C:13]=2[CH2:18][O:19][Si:20]([C:23]([CH3:26])([CH3:25])[CH3:24])([CH3:21])[CH3:22])[OH:11])[CH2:8][CH2:9]1. Given the reactants CC(C)([O-])C.[K+].[CH:7]1([C:10]([C:12]2[CH:17]=[CH:16][CH:15]=[CH:14][C:13]=2[CH2:18][O:19][Si:20]([C:23]([CH3:26])([CH3:25])[CH3:24])([CH3:22])[CH3:21])=[O:11])[CH2:9][CH2:8]1, predict the reaction product. (4) Given the reactants [NH4+].[N:2]#[C:3][S-:4].[OH:5][C:6]1[CH:12]=[CH:11][C:9]([NH2:10])=[CH:8][C:7]=1[CH3:13], predict the reaction product. The product is: [OH:5][C:6]1[CH:12]=[CH:11][C:9]([NH:10][C:3]([NH2:2])=[S:4])=[CH:8][C:7]=1[CH3:13]. (5) Given the reactants [CH3:1][C:2]([NH:6][C:7]1[CH:12]=[CH:11][CH:10]=[CH:9][CH:8]=1)([CH3:5])[C:3]#[CH:4], predict the reaction product. The product is: [CH3:5][C:2]1([CH3:1])[CH:3]=[CH:4][C:12]2[C:7](=[CH:8][CH:9]=[CH:10][CH:11]=2)[NH:6]1.